This data is from HIV replication inhibition screening data with 41,000+ compounds from the AIDS Antiviral Screen. The task is: Binary Classification. Given a drug SMILES string, predict its activity (active/inactive) in a high-throughput screening assay against a specified biological target. (1) The compound is CCn1c(=O)nc2n(-c3ccccc3)c3ccccc3nc-2c1=O. The result is 0 (inactive). (2) The result is 0 (inactive). The molecule is COc1cc(C2OCC3C(c4ccc(O)c(OC)c4)OCC23)ccc1O.